From a dataset of Reaction yield outcomes from USPTO patents with 853,638 reactions. Predict the reaction yield, written as a fraction of the theoretical maximum amount of product (1.0 means a 100% yield; for example, 0.34 means a 34% yield). (1) The reactants are [OH-].[K+].[CH:3]1[C:12]2[C:7](=[CH:8][C:9]([C:13]([O:15][CH3:16])=[O:14])=[CH:10][CH:11]=2)[CH:6]=[CH:5][C:4]=1[C:17]([O:19]C)=[O:18]. The catalyst is CO.O1CCOCC1. The product is [CH3:16][O:15][C:13]([C:9]1[CH:8]=[C:7]2[C:12](=[CH:11][CH:10]=1)[CH:3]=[C:4]([C:17]([OH:19])=[O:18])[CH:5]=[CH:6]2)=[O:14]. The yield is 0.820. (2) The reactants are FC(F)(F)S(O[CH:7]([C:12]1[CH:13]=[N:14][C:15]([Cl:18])=[CH:16][CH:17]=1)[C:8]([F:11])([F:10])[F:9])(=O)=O.C([O-])([O-])=O.[K+].[K+].[NH:27]1[CH2:31][CH2:30][C@H:29]([NH:32][C:33](=[O:39])[O:34][C:35]([CH3:38])([CH3:37])[CH3:36])[CH2:28]1.O. The catalyst is C1COCC1.C(OCC)(=O)C. The product is [Cl:18][C:15]1[N:14]=[CH:13][C:12]([CH:7]([N:27]2[CH2:31][CH2:30][C@H:29]([NH:32][C:33](=[O:39])[O:34][C:35]([CH3:37])([CH3:36])[CH3:38])[CH2:28]2)[C:8]([F:11])([F:10])[F:9])=[CH:17][CH:16]=1. The yield is 0.740.